This data is from NCI-60 drug combinations with 297,098 pairs across 59 cell lines. The task is: Regression. Given two drug SMILES strings and cell line genomic features, predict the synergy score measuring deviation from expected non-interaction effect. (1) Drug 1: CC12CCC3C(C1CCC2=O)CC(=C)C4=CC(=O)C=CC34C. Drug 2: C1CCC(C(C1)N)N.C(=O)(C(=O)[O-])[O-].[Pt+4]. Cell line: BT-549. Synergy scores: CSS=57.2, Synergy_ZIP=-0.470, Synergy_Bliss=-0.599, Synergy_Loewe=-2.99, Synergy_HSA=-0.281. (2) Drug 1: CS(=O)(=O)C1=CC(=C(C=C1)C(=O)NC2=CC(=C(C=C2)Cl)C3=CC=CC=N3)Cl. Drug 2: CCC1=CC2CC(C3=C(CN(C2)C1)C4=CC=CC=C4N3)(C5=C(C=C6C(=C5)C78CCN9C7C(C=CC9)(C(C(C8N6C)(C(=O)OC)O)OC(=O)C)CC)OC)C(=O)OC.C(C(C(=O)O)O)(C(=O)O)O. Cell line: K-562. Synergy scores: CSS=86.6, Synergy_ZIP=14.4, Synergy_Bliss=13.0, Synergy_Loewe=-3.29, Synergy_HSA=15.3.